Dataset: Reaction yield outcomes from USPTO patents with 853,638 reactions. Task: Predict the reaction yield, written as a fraction of the theoretical maximum amount of product (1.0 means a 100% yield; for example, 0.34 means a 34% yield). (1) The reactants are O=C1C2C(=CC=CC=2)C(=O)[N:3]1[O:12][CH:13]1[CH2:17][N:16]([C:18]([O:20][C:21]([CH3:24])([CH3:23])[CH3:22])=[O:19])[N:15]([C:25]([O:27][C:28]([CH3:31])([CH3:30])[CH3:29])=[O:26])[CH2:14]1.C(Cl)Cl.O.NN. The catalyst is C(O)C. The product is [NH2:3][O:12][CH:13]1[CH2:14][N:15]([C:25]([O:27][C:28]([CH3:29])([CH3:30])[CH3:31])=[O:26])[N:16]([C:18]([O:20][C:21]([CH3:24])([CH3:23])[CH3:22])=[O:19])[CH2:17]1. The yield is 0.830. (2) The reactants are [Cl:1][C:2]1[C:3]2[N:4]([C:15](=[O:18])[NH:16][N:17]=2)[N:5]=[CH:6][C:7]=1[C:8]1[CH:13]=[CH:12][C:11]([Cl:14])=[CH:10][CH:9]=1.Br[CH2:20][C:21]1[CH:26]=[CH:25][C:24]([C:27]2[O:31][N:30]=[CH:29][CH:28]=2)=[CH:23][CH:22]=1.C([O-])([O-])=O.[K+].[K+]. The catalyst is CN(C=O)C. The product is [O:31]1[C:27]([C:24]2[CH:25]=[CH:26][C:21]([CH2:20][N:16]3[C:15](=[O:18])[N:4]4[N:5]=[CH:6][C:7]([C:8]5[CH:13]=[CH:12][C:11]([Cl:14])=[CH:10][CH:9]=5)=[C:2]([Cl:1])[C:3]4=[N:17]3)=[CH:22][CH:23]=2)=[CH:28][CH:29]=[N:30]1. The yield is 0.790. (3) The reactants are CS([O:5][CH:6]1[CH2:9][N:8]([C:10]([C:12]2[O:13][C:14]([C:17]3[CH:22]=[CH:21][CH:20]=[CH:19][CH:18]=3)=[N:15][N:16]=2)=[O:11])[CH2:7]1)(=O)=O.O[C:24]1[CH:31]=[CH:30][C:27]([CH:28]=[O:29])=[CH:26][CH:25]=1.C([O-])([O-])=O.[Cs+].[Cs+].O. The catalyst is CC(N(C)C)=O. The product is [C:17]1([C:14]2[O:13][C:12]([C:10]([N:8]3[CH2:9][CH:6]([O:5][C:24]4[CH:31]=[CH:30][C:27]([CH:28]=[O:29])=[CH:26][CH:25]=4)[CH2:7]3)=[O:11])=[N:16][N:15]=2)[CH:22]=[CH:21][CH:20]=[CH:19][CH:18]=1. The yield is 0.660. (4) The reactants are [CH3:1][C:2]([C:4]1[CH:9]=[CH:8][CH:7]=[C:6]([N+:10]([O-:12])=[O:11])[CH:5]=1)=[O:3].[BH4-].[Na+].Cl.C(N(CC)CC)C.[CH3:23][S:24](Cl)(=[O:26])=[O:25]. The catalyst is C(O)C.O. The product is [CH3:23][S:24]([O:3][CH:2]([C:4]1[CH:9]=[CH:8][CH:7]=[C:6]([N+:10]([O-:12])=[O:11])[CH:5]=1)[CH3:1])(=[O:26])=[O:25]. The yield is 0.830.